The task is: Predict the reaction yield, written as a fraction of the theoretical maximum amount of product (1.0 means a 100% yield; for example, 0.34 means a 34% yield).. This data is from Reaction yield outcomes from USPTO patents with 853,638 reactions. The reactants are C(O[CH2:5][C:6]1[CH:11]=[CH:10][C:9]([O:12][CH2:13][CH2:14][O:15][CH3:16])=[CH:8][C:7]=1[O:17][C:18]1[C:23]([Cl:24])=[CH:22][C:21]([C:25]([F:28])([F:27])[F:26])=[CH:20][N:19]=1)(=O)C.C[Si]([O:33][C:34]([O:38][CH3:39])=[C:35]([CH3:37])[CH3:36])(C)C.Cl([O-])(=O)(=O)=O.[Mg+2].Cl([O-])(=O)(=O)=O.O. The catalyst is C1(C)C=CC=CC=1.C(OCC)(=O)C. The product is [Cl:24][C:23]1[C:18]([O:17][C:7]2[CH:8]=[C:9]([O:12][CH2:13][CH2:14][O:15][CH3:16])[CH:10]=[CH:11][C:6]=2[CH2:5][C:35]([CH3:37])([CH3:36])[C:34]([O:38][CH3:39])=[O:33])=[N:19][CH:20]=[C:21]([C:25]([F:27])([F:28])[F:26])[CH:22]=1. The yield is 0.900.